From a dataset of Reaction yield outcomes from USPTO patents with 853,638 reactions. Predict the reaction yield, written as a fraction of the theoretical maximum amount of product (1.0 means a 100% yield; for example, 0.34 means a 34% yield). (1) The reactants are [NH:1]1[CH2:5][CH2:4][CH:3]([OH:6])[CH2:2]1.Cl[C:8]([O:10][CH2:11][C:12]1[CH:17]=[CH:16][CH:15]=[CH:14][CH:13]=1)=[O:9]. The catalyst is C(Cl)Cl. The product is [CH2:11]([O:10][C:8]([N:1]1[CH2:5][CH2:4][CH:3]([OH:6])[CH2:2]1)=[O:9])[C:12]1[CH:17]=[CH:16][CH:15]=[CH:14][CH:13]=1. The yield is 0.490. (2) The reactants are C(=O)(OC)[O:2][C:3]1[CH:8]=[C:7]([N+:9]([O-:11])=[O:10])[C:6]([F:12])=[CH:5][C:4]=1[C:13]([CH3:16])([CH3:15])[CH3:14].N1CCCCC1. The catalyst is C(Cl)Cl. The product is [C:13]([C:4]1[CH:5]=[C:6]([F:12])[C:7]([N+:9]([O-:11])=[O:10])=[CH:8][C:3]=1[OH:2])([CH3:16])([CH3:14])[CH3:15]. The yield is 0.620. (3) The reactants are C1(C2C=CC([CH:8]=[O:9])=CC=2)CC1.Br[C:13]1[CH:18]=[CH:17][C:16]([C:19]([CH3:23])([CH3:22])[CH2:20][CH3:21])=[CH:15][CH:14]=1.[Li]CCCC.CN(C=O)C. No catalyst specified. The product is [CH3:22][C:19]([C:16]1[CH:17]=[CH:18][C:13]([CH:8]=[O:9])=[CH:14][CH:15]=1)([CH3:23])[CH2:20][CH3:21]. The yield is 0.900. (4) The reactants are [Cl:1][C:2]1[CH:10]=[C:9]2[C:5]([C:6]([C:11](=[O:16])[C:12]([F:15])([F:14])[F:13])=[CH:7][NH:8]2)=[CH:4][CH:3]=1.C(=O)([O-])[O-].[Cs+].[Cs+].[F:23][C:24]1[CH:25]=[C:26]([CH:29]=[C:30]([F:32])[CH:31]=1)[CH2:27]Br.O. The catalyst is C(#N)C. The product is [Cl:1][C:2]1[CH:10]=[C:9]2[C:5]([C:6]([C:11](=[O:16])[C:12]([F:13])([F:14])[F:15])=[CH:7][N:8]2[CH2:27][C:26]2[CH:25]=[C:24]([F:23])[CH:31]=[C:30]([F:32])[CH:29]=2)=[CH:4][CH:3]=1. The yield is 0.640. (5) The product is [C:20]([O:19][C:17]([NH:16][CH2:15][CH:14]([CH3:24])[CH2:13][O:12][C:6]1[CH:7]=[C:8]([F:11])[CH:9]=[CH:10][C:5]=1[C:4]([OH:25])=[O:3])=[O:18])([CH3:23])([CH3:21])[CH3:22]. The reactants are C([O:3][C:4](=[O:25])[C:5]1[CH:10]=[CH:9][C:8]([F:11])=[CH:7][C:6]=1[O:12][CH2:13][CH:14]([CH3:24])[CH2:15][NH:16][C:17]([O:19][C:20]([CH3:23])([CH3:22])[CH3:21])=[O:18])C.C(OC(=O)C1C=CC(F)=CC=1F)C.CC(CNC(OC(C)(C)C)=O)CO. No catalyst specified. The yield is 0.0700. (6) The reactants are [NH2:1][C:2]1[C:11]([CH2:12][C:13]2[CH:18]=[CH:17][CH:16]=[CH:15][CH:14]=2)=[N:10][C:9]2[C:8]3[CH:19]=[CH:20][C:21]([O:23]C)=[CH:22][C:7]=3[CH:6]=[CH:5][C:4]=2[N:3]=1.Cl.[NH+]1C=CC=CC=1. The catalyst is O. The product is [NH2:1][C:2]1[C:11]([CH2:12][C:13]2[CH:18]=[CH:17][CH:16]=[CH:15][CH:14]=2)=[N:10][C:9]2[C:8]3[CH:19]=[CH:20][C:21]([OH:23])=[CH:22][C:7]=3[CH:6]=[CH:5][C:4]=2[N:3]=1. The yield is 0.465. (7) The reactants are [S:1](=[O:36])(=[O:35])([O:3][CH2:4][C@@H:5]1[C@@H:9]([O:10][Si](C(C)(C)C)(C)C)[CH2:8][C@H:7]([N:18]2[C:26]3[CH:25]=[CH:24][N:23]=[C:22]([NH:27][CH2:28][C:29]4[CH:34]=[CH:33][CH:32]=[CH:31][CH:30]=4)[C:21]=3[CH:20]=[CH:19]2)[O:6]1)[NH2:2].F. The catalyst is C1COCC1.N1C=CC=CC=1.N1C=CC=CC=1.CCOC(C)=O. The product is [S:1](=[O:36])(=[O:35])([O:3][CH2:4][C@@H:5]1[C@@H:9]([OH:10])[CH2:8][C@H:7]([N:18]2[C:26]3[CH:25]=[CH:24][N:23]=[C:22]([NH:27][CH2:28][C:29]4[CH:30]=[CH:31][CH:32]=[CH:33][CH:34]=4)[C:21]=3[CH:20]=[CH:19]2)[O:6]1)[NH2:2]. The yield is 0.250.